This data is from Full USPTO retrosynthesis dataset with 1.9M reactions from patents (1976-2016). The task is: Predict the reactants needed to synthesize the given product. (1) Given the product [CH3:34][NH:35][C:36]([C:38]1[S:39][CH:40]=[CH:41][C:42]=1[NH:43][C:44]1[C:49]([Cl:50])=[CH:48][N:47]=[C:46]([NH:51][C:52]2[CH:53]=[CH:54][C:55]3[CH2:61][N:60]([CH2:62][CH3:63])[CH2:59][C:58](=[O:64])[N:57]([CH2:65][CH3:66])[C:56]=3[CH:67]=2)[N:45]=1)=[O:37], predict the reactants needed to synthesize it. The reactants are: CNC(C1SC=C(C)C=1NC1C(Cl)=CN=C(NC2C=CC3CNCC(=O)N(CC)C=3C=2)N=1)=O.[CH3:34][NH:35][C:36]([C:38]1[S:39][CH:40]=[C:41](C)[C:42]=1[NH:43][C:44]1[C:49]([Cl:50])=[CH:48][N:47]=[C:46]([NH:51][C:52]2[CH:53]=[CH:54][C:55]3[CH2:61][N:60]([CH2:62][CH3:63])[CH2:59][C:58](=[O:64])[N:57]([CH2:65][CH3:66])[C:56]=3[CH:67]=2)[N:45]=1)=[O:37]. (2) Given the product [CH3:12][N:1]1[CH2:6][CH2:5][CH:4]=[C:3]([C:7]2[CH:11]=[N:10][S:9][N:8]=2)[CH2:2]1, predict the reactants needed to synthesize it. The reactants are: [N:1]1[CH:6]=[CH:5][CH:4]=[C:3]([C:7]2[CH:11]=[N:10][S:9][N:8]=2)[CH:2]=1.[CH3:12]I. (3) Given the product [F:8][C:9]([F:18])([F:19])[C:10]1[CH:11]=[C:12]([CH:15]=[CH:16][CH:17]=1)[CH2:13][N:14]=[C:2]1[CH:7]=[CH:6][N:5]([CH2:25][C:24]2[CH:27]=[CH:28][CH:29]=[C:22]([C:21]([F:20])([F:30])[F:31])[CH:23]=2)[CH:4]=[CH:3]1, predict the reactants needed to synthesize it. The reactants are: I[C:2]1[CH:7]=[CH:6][N:5]=[CH:4][CH:3]=1.[F:8][C:9]([F:19])([F:18])[C:10]1[CH:11]=[C:12]([CH:15]=[CH:16][CH:17]=1)[CH2:13][NH2:14].[F:20][C:21]([F:31])([F:30])[C:22]1[CH:23]=[C:24]([CH:27]=[CH:28][CH:29]=1)[CH2:25]Br. (4) The reactants are: [CH3:1][O:2][C:3]1[CH:8]=[CH:7][C:6]([S:9]([N:12]([CH2:18][C:19]2[CH:28]=[CH:27][C:22]([C:23]([O:25]C)=[O:24])=[CH:21][CH:20]=2)[CH:13]([CH2:16][CH3:17])[CH2:14][CH3:15])(=[O:11])=[O:10])=[CH:5][CH:4]=1.[OH-].[K+]. Given the product [CH3:1][O:2][C:3]1[CH:4]=[CH:5][C:6]([S:9]([N:12]([CH2:18][C:19]2[CH:20]=[CH:21][C:22]([C:23]([OH:25])=[O:24])=[CH:27][CH:28]=2)[CH:13]([CH2:14][CH3:15])[CH2:16][CH3:17])(=[O:10])=[O:11])=[CH:7][CH:8]=1, predict the reactants needed to synthesize it. (5) Given the product [C:1]([C:3]1[CH:26]=[CH:25][C:6]([NH:7][C:8](=[O:35])[C:9]([OH:24])([CH3:23])[CH2:10][I:31])=[CH:5][C:4]=1[C:27]([F:30])([F:29])[F:28])#[N:2], predict the reactants needed to synthesize it. The reactants are: [C:1]([C:3]1[CH:26]=[CH:25][C:6]([NH:7][C:8]2[C:9]([OH:24])([CH3:23])[CH:10](S([O-])(=O)=O)C=C(CCC=O)C=2C)=[CH:5][C:4]=1[C:27]([F:30])([F:29])[F:28])#[N:2].[I-:31].[Na+].C(OCC)(=[O:35])C. (6) Given the product [CH3:4][O:5][N:6]=[C:7]1[C:11]2[CH:12]=[CH:13][CH:14]=[CH:15][C:10]=2[O:9][C:8]1=[N:16][O:17][CH2:1][CH2:2][OH:3], predict the reactants needed to synthesize it. The reactants are: [CH2:1]1[O:3][CH2:2]1.[CH3:4][O:5][N:6]=[C:7]1[C:11]2[CH:12]=[CH:13][CH:14]=[CH:15][C:10]=2[O:9][C:8]1=[N:16][OH:17].[OH-].[Na+].